Dataset: Reaction yield outcomes from USPTO patents with 853,638 reactions. Task: Predict the reaction yield, written as a fraction of the theoretical maximum amount of product (1.0 means a 100% yield; for example, 0.34 means a 34% yield). (1) The reactants are [S:1]1[C:5]2[CH:6]=[C:7]([N:10]3[CH2:14][CH2:13][NH:12][C:11]3=[O:15])[CH:8]=[CH:9][C:4]=2[N:3]=[CH:2]1.Br[C:17]1[CH:18]=[N:19][CH:20]=[CH:21][C:22]=1[CH:23]([OH:25])[CH3:24].N[C@@H]1CCCC[C@H]1N.P([O-])([O-])([O-])=O.[K+].[K+].[K+]. The catalyst is [Cu](I)I.O1CCOCC1. The product is [S:1]1[C:5]2[CH:6]=[C:7]([N:10]3[CH2:14][CH2:13][N:12]([C:17]4[CH:18]=[N:19][CH:20]=[CH:21][C:22]=4[CH:23]([OH:25])[CH3:24])[C:11]3=[O:15])[CH:8]=[CH:9][C:4]=2[N:3]=[CH:2]1. The yield is 0.0390. (2) The reactants are [Cl-].O[NH3+:3].[C:4](=[O:7])([O-])[OH:5].[Na+].CS(C)=O.[CH3:13][C:14]1([CH3:50])[CH2:18][C:17]2[CH:19]=[C:20]([N:23]3[C:28](=[O:29])[C:27]([CH2:30][C:31]4[CH:36]=[CH:35][C:34]([C:37]5[C:38]([C:43]#[N:44])=[CH:39][CH:40]=[CH:41][CH:42]=5)=[CH:33][CH:32]=4)=[C:26]([CH2:45][CH2:46][CH3:47])[N:25]=[C:24]3[CH2:48][CH3:49])[CH:21]=[CH:22][C:16]=2[O:15]1. The catalyst is C(OCC)(=O)C. The product is [CH3:50][C:14]1([CH3:13])[CH2:18][C:17]2[CH:19]=[C:20]([N:23]3[C:28](=[O:29])[C:27]([CH2:30][C:31]4[CH:36]=[CH:35][C:34]([C:37]5[CH:42]=[CH:41][CH:40]=[CH:39][C:38]=5[C:43]5[NH:3][C:4](=[O:7])[O:5][N:44]=5)=[CH:33][CH:32]=4)=[C:26]([CH2:45][CH2:46][CH3:47])[N:25]=[C:24]3[CH2:48][CH3:49])[CH:21]=[CH:22][C:16]=2[O:15]1. The yield is 0.660. (3) The reactants are Cl.[Cl:2][C:3]1[CH:8]=[CH:7][C:6]([C:9]([C:12]2[N:16]([C:17]3[CH:22]=[CH:21][C:20]([F:23])=[CH:19][CH:18]=3)[C:15]([S:24][CH2:25][C:26]3[C:35]([F:36])=[CH:34][C:29]([O:30][CH2:31][CH2:32][NH2:33])=[CH:28][C:27]=3[F:37])=[N:14][CH:13]=2)([CH3:11])[CH3:10])=[CH:5][C:4]=1[O:38][CH3:39].[N-:40]([C:43]#[N:44])[C:41]#[N:42]. The catalyst is C(O)(C)C. The product is [Cl:2][C:3]1[CH:8]=[CH:7][C:6]([C:9]([C:12]2[N:16]([C:17]3[CH:22]=[CH:21][C:20]([F:23])=[CH:19][CH:18]=3)[C:15]([S:24][CH2:25][C:26]3[C:27]([F:37])=[CH:28][C:29]([O:30][CH2:31][CH2:32][NH:33]/[C:43](/[NH2:44])=[N:40]/[C:41]#[N:42])=[CH:34][C:35]=3[F:36])=[N:14][CH:13]=2)([CH3:11])[CH3:10])=[CH:5][C:4]=1[O:38][CH3:39]. The yield is 0.570. (4) The reactants are [C:1]([NH:20][CH:21]1[CH2:27][CH2:26][CH2:25][CH2:24][NH:23][C:22]1=[O:28])([C:14]1[CH:19]=[CH:18][CH:17]=[CH:16][CH:15]=1)([C:8]1[CH:13]=[CH:12][CH:11]=[CH:10][CH:9]=1)[C:2]1[CH:7]=[CH:6][CH:5]=[CH:4][CH:3]=1.[H-].[Na+].[CH2:31](Br)[C:32]1[CH:37]=[CH:36][CH:35]=[CH:34][CH:33]=1.C(O)(C)(C)C. The catalyst is O1CCCC1.[I-].C([N+](CCCC)(CCCC)CCCC)CCC.O. The product is [CH2:31]([N:23]1[CH2:24][CH2:25][CH2:26][CH2:27][CH:21]([NH:20][C:1]([C:14]2[CH:15]=[CH:16][CH:17]=[CH:18][CH:19]=2)([C:8]2[CH:9]=[CH:10][CH:11]=[CH:12][CH:13]=2)[C:2]2[CH:7]=[CH:6][CH:5]=[CH:4][CH:3]=2)[C:22]1=[O:28])[C:32]1[CH:37]=[CH:36][CH:35]=[CH:34][CH:33]=1. The yield is 0.630. (5) The reactants are [CH2:1]([O:5][C:6]1[C:30]([O:31][CH3:32])=[CH:29][CH:28]=[CH:27][C:7]=1[CH2:8][N:9]([CH3:26])[C:10](=[O:25])/[CH:11]=[CH:12]/[C:13]1[CH:24]=[N:23][C:16]2[NH:17][C:18](=[O:22])[CH2:19][NH:20][CH2:21][C:15]=2[CH:14]=1)[CH:2]([CH3:4])[CH3:3].[ClH:33]. The catalyst is C(Cl)Cl.C(OCC)C. The product is [ClH:33].[CH2:1]([O:5][C:6]1[C:30]([O:31][CH3:32])=[CH:29][CH:28]=[CH:27][C:7]=1[CH2:8][N:9]([CH3:26])[C:10](=[O:25])/[CH:11]=[CH:12]/[C:13]1[CH:24]=[N:23][C:16]2[NH:17][C:18](=[O:22])[CH2:19][NH:20][CH2:21][C:15]=2[CH:14]=1)[CH:2]([CH3:4])[CH3:3]. The yield is 0.450. (6) The product is [CH3:1][O:2][C:3]([C@H:5]1[C@H:10]([CH3:11])[O:9][C@@H:8]([CH3:12])[CH2:7][N:6]1[S:13][C:14]1[CH:15]=[CH:16][C:17]([OH:20])=[CH:18][CH:19]=1)=[O:4]. The yield is 0.990. The catalyst is CO.[Pd]. The reactants are [CH3:1][O:2][C:3]([C@H:5]1[C@H:10]([CH3:11])[O:9][C@@H:8]([CH3:12])[CH2:7][N:6]1[S:13][C:14]1[CH:19]=[CH:18][C:17]([O:20]CC2C=CC(F)=CC=2)=[CH:16][CH:15]=1)=[O:4]. (7) The reactants are [OH:1][C@H:2]1[CH2:7][CH2:6][C@H:5]([NH:8][C:9]2[N:18]=[CH:17][C:16]3[C:11](=[C:12]([OH:20])[C:13]([CH3:19])=[CH:14][CH:15]=3)[N:10]=2)[CH2:4][CH2:3]1.C([O-])([O-])=O.[K+].[K+].[CH3:27][O:28][C:29](=[O:32])[CH2:30]Br. The catalyst is CN(C=O)C.O. The product is [OH:1][C@H:2]1[CH2:3][CH2:4][C@H:5]([NH:8][C:9]2[N:18]=[CH:17][C:16]3[C:11](=[C:12]([O:20][CH2:30][C:29]([O:28][CH3:27])=[O:32])[C:13]([CH3:19])=[CH:14][CH:15]=3)[N:10]=2)[CH2:6][CH2:7]1. The yield is 0.514. (8) The catalyst is ClCCl.CN(C)C=O.C(OCC)(=O)C. The yield is 0.270. The reactants are [C:1]([C:3]1[CH:4]=[C:5]2[C:10](=[CH:11][C:12]=1[O:13][C:14]1[CH:22]=[CH:21][C:17]([C:18](O)=[O:19])=[CH:16][CH:15]=1)[O:9][CH2:8][CH2:7][CH:6]2[C:23]([O:25][CH3:26])=[O:24])#[N:2].C(Cl)(=O)C(Cl)=O.[F:33][C:34]([F:43])([F:42])[C:35]1[CH:36]=[C:37]([CH:39]=[CH:40][CH:41]=1)[NH2:38].C(N(CC)CC)C. The product is [C:1]([C:3]1[CH:4]=[C:5]2[C:10](=[CH:11][C:12]=1[O:13][C:14]1[CH:15]=[CH:16][C:17]([C:18](=[O:19])[NH:38][C:37]3[CH:39]=[CH:40][CH:41]=[C:35]([C:34]([F:33])([F:42])[F:43])[CH:36]=3)=[CH:21][CH:22]=1)[O:9][CH2:8][CH2:7][CH:6]2[C:23]([O:25][CH3:26])=[O:24])#[N:2].